Dataset: Full USPTO retrosynthesis dataset with 1.9M reactions from patents (1976-2016). Task: Predict the reactants needed to synthesize the given product. (1) Given the product [Cl:37][C:21]1[C:22]([NH:24][C:25]2[CH:36]=[CH:35][CH:34]=[CH:33][C:26]=2[C:27]([NH:29][CH2:30][C:31]#[CH:32])=[O:28])=[N:23][C:18]([NH:16][C:13]2[CH:14]=[CH:15][C:8]3[CH2:7][CH2:6][N:5]([CH2:4][CH2:3][O:2][CH3:1])[CH2:11][CH2:10][C:9]=3[CH:12]=2)=[N:19][CH:20]=1, predict the reactants needed to synthesize it. The reactants are: [CH3:1][O:2][CH2:3][CH2:4][N:5]1[CH2:11][CH2:10][C:9]2[CH:12]=[C:13]([NH2:16])[CH:14]=[CH:15][C:8]=2[CH2:7][CH2:6]1.Cl[C:18]1[N:23]=[C:22]([NH:24][C:25]2[CH:36]=[CH:35][CH:34]=[CH:33][C:26]=2[C:27]([NH:29][CH2:30][C:31]#[CH:32])=[O:28])[C:21]([Cl:37])=[CH:20][N:19]=1. (2) The reactants are: C([O:8][N:9]1[C:21]2[C:20]3[CH:19]=[CH:18][CH:17]=[CH:16][C:15]=3[N:14]=[CH:13][C:12]=2[N:11]=[C:10]1[CH2:22][CH2:23]Cl)C1C=CC=CC=1.B(Br)(Br)Br.C([O-])([O-])=O.[K+].[K+]. Given the product [CH:19]1[CH:18]=[CH:17][CH:16]=[C:15]2[C:20]=1[C:21]1[N:9]3[O:8][CH2:23][CH2:22][C:10]3=[N:11][C:12]=1[CH:13]=[N:14]2, predict the reactants needed to synthesize it. (3) Given the product [Br:8][C:6]1[CH:7]=[C:2]([NH:1][CH3:9])[CH:3]=[N:4][CH:5]=1, predict the reactants needed to synthesize it. The reactants are: [NH2:1][C:2]1[CH:3]=[N:4][CH:5]=[C:6]([Br:8])[CH:7]=1.[CH:9](OCCCC)=O.C(O)(C(F)(F)F)=O.[H-].[Al+3].[Li+].[H-].[H-].[H-].CN1C=CC=CC1.[OH-].[Na+].S([O-])([O-])(=O)=O.[Mg+2]. (4) Given the product [CH3:1][C:2]1[S:3][CH:4]=[CH:5][C:6]=1[C:14]1[CH:13]=[CH:12][C:11]([O:10][C:9]([F:8])([F:20])[F:21])=[CH:16][CH:15]=1, predict the reactants needed to synthesize it. The reactants are: [CH3:1][C:2]1[S:3][CH:4]=[CH:5][C:6]=1Br.[F:8][C:9]([F:21])([F:20])[O:10][C:11]1[CH:16]=[CH:15][C:14](B(O)O)=[CH:13][CH:12]=1.C([O-])([O-])=O.[K+].[K+].C(O)CO.